From a dataset of Peptide-MHC class I binding affinity with 185,985 pairs from IEDB/IMGT. Regression. Given a peptide amino acid sequence and an MHC pseudo amino acid sequence, predict their binding affinity value. This is MHC class I binding data. (1) The peptide sequence is MPKDGLKVL. The MHC is HLA-B54:01 with pseudo-sequence HLA-B54:01. The binding affinity (normalized) is 0.578. (2) The peptide sequence is KVGNFTGL. The MHC is H-2-Kb with pseudo-sequence H-2-Kb. The binding affinity (normalized) is 0.321.